This data is from Reaction yield outcomes from USPTO patents with 853,638 reactions. The task is: Predict the reaction yield, written as a fraction of the theoretical maximum amount of product (1.0 means a 100% yield; for example, 0.34 means a 34% yield). The reactants are [O-]P([O-])([O-])=O.[K+].[K+].[K+].[CH3:9][N:10]1[CH2:15][CH2:14][NH:13][CH2:12][CH2:11]1.I[C:17]1[CH:22]=[CH:21][CH:20]=[CH:19][CH:18]=1.C(O)CO. The catalyst is [Cu]I.CCCCCC.C(OCC)(=O)C.CC(O)C. The product is [C:17]1([N:13]2[CH2:14][CH2:15][N:10]([CH3:9])[CH2:11][CH2:12]2)[CH:22]=[CH:21][CH:20]=[CH:19][CH:18]=1. The yield is 0.710.